This data is from Forward reaction prediction with 1.9M reactions from USPTO patents (1976-2016). The task is: Predict the product of the given reaction. (1) Given the reactants [CH3:1][O:2][C:3]([C@H:5]1[CH2:10][CH2:9][C@H:8]([CH2:11][N:12]2[C:16]3[CH:17]=[C:18](B4OC(C)(C)C(C)(C)O4)[CH:19]=[CH:20][C:15]=3[N:14]([CH3:30])[C:13]2=[O:31])[CH2:7][CH2:6]1)=[O:4].OO.CC(O)=[O:36], predict the reaction product. The product is: [CH3:1][O:2][C:3]([C@H:5]1[CH2:6][CH2:7][C@H:8]([CH2:11][N:12]2[C:16]3[CH:17]=[C:18]([OH:36])[CH:19]=[CH:20][C:15]=3[N:14]([CH3:30])[C:13]2=[O:31])[CH2:9][CH2:10]1)=[O:4]. (2) Given the reactants [N:1]1[CH:6]=[CH:5][C:4]([C:7]2[S:8][CH:9]=[C:10]([C:12]3[C:13](=[O:24])[NH:14][C:15]4[C:20]([CH:21]=3)=[CH:19][CH:18]=[C:17]([CH:22]=O)[CH:16]=4)[N:11]=2)=[CH:3][CH:2]=1.[CH:25]([NH:28][CH3:29])([CH3:27])[CH3:26], predict the reaction product. The product is: [CH:25]([N:28]([CH2:22][C:17]1[CH:16]=[C:15]2[C:20]([CH:21]=[C:12]([C:10]3[N:11]=[C:7]([C:4]4[CH:5]=[CH:6][N:1]=[CH:2][CH:3]=4)[S:8][CH:9]=3)[C:13](=[O:24])[NH:14]2)=[CH:19][CH:18]=1)[CH3:29])([CH3:27])[CH3:26].